Dataset: Experimentally validated miRNA-target interactions with 360,000+ pairs, plus equal number of negative samples. Task: Binary Classification. Given a miRNA mature sequence and a target amino acid sequence, predict their likelihood of interaction. (1) The miRNA is hsa-miR-548av-5p with sequence AAAAGUACUUGCGGAUUU. The protein sequence of the target gene is MEPGTNSFRVEFPDFSSTILQKLNQQRQQGQLCDVSIVVQGHIFRAHKAVLAASSPYFCDQVLLKNSRRIVLPDVMNPRVFENILLSSYTGRLVMPAPEIVSYLTAASFLQMWHVVDKCTEVLEGNPTVLCQKLNHGSDHQSPSSSSYNGLVESFELGSGGHTDFPKAQELRDGENEEESTKDELSSQLTEHEYLPSNSSTEHDRLSTEMASQDGEEGASDSAEFHYTRPMYSKPSIMAHKRWIHVKPERLEQACEGMDVHATYDEHQVTESINTVQTEHTVQPSGVEEDFHIGEKKVEA.... Result: 1 (interaction). (2) The miRNA is mmu-miR-133a-5p with sequence GCUGGUAAAAUGGAACCAAAU. The protein sequence of the target gene is MASEELACKLERRLRREEAEESGPQLAPLGAPAPEPKPEPEPPARAPTASADAELSAQLSRRLDINEGAARPRRCRVFNPYTEFPEFSRRLIKDLESMFKLYDAGRDGFIDLMELKLMMEKLGAPQTHLGLKSMIKEVDEDFDGKLSFREFLLIFHKAAAGELQEDSGLMALAKLSEIDVALEGVKGAKNFFEAKVQALSSASKFEAELKAEQDERKREEEERRLRQAAFQKLKANFNT. Result: 0 (no interaction). (3) The miRNA is mmu-miR-489-3p with sequence AAUGACACCACAUAUAUGGCAGC. The protein sequence of the target gene is MPARTAPARVPALASPAGSLPDHVRRRLKDLERDGLTEKECVREKLNLLHEFLQTEIKSQLCDLETKLHKEELSEEGYLAKVKSLLNKDLSLENGTHTLTQKANGCPANGSRPTWRAEMADSNRSPRSRPKPRGPRRSKSDSDTLSVETSPSSVATRRTTRQTTITAHFTKGPTKRKPKEESEEGNSAESAAEERDQDKKRRVVDTESGAAAAVEKLEEVTAGTQLGPEEPCEQEDDNRSLRRHTRELSLRRKSKEDPDREARPETHLDEDEDGKKDKRSSRPRSQPRDPAAKRRPKEAE.... Result: 0 (no interaction). (4) The miRNA is hsa-miR-5000-5p with sequence CAGUUCAGAAGUGUUCCUGAGU. The protein sequence of the target gene is MNGHMSNRSSGYGVYPSQLNGYGSSPPYSQMDREHSSRTSAKALYEQRKNYARDSVSSVSDVSQYRVEHLTTFVLDRKDAMITVEDGIRKLKLLDAKGKVWTQDMILQVDDRAVSLIDLESKNELENFPLNTISHCQAVVHACSYDSILALVCKEPTQSKPDLHLFQCDEVKANLISEDIESAISDSKGGKQKRRPEALRMIAKADPGIPPPPRAPAPVPPGTVTQVDVRSRVAAWSAWAADQGDFEKPRQYHEQEETPEMMAARIDRDVQILNHILDDIEFFITKLQKAAEAFSELSKR.... Result: 0 (no interaction).